From a dataset of Forward reaction prediction with 1.9M reactions from USPTO patents (1976-2016). Predict the product of the given reaction. (1) Given the reactants Cl[CH2:2][C:3]1[O:7][N:6]=[C:5]([N:8]2[CH2:13][CH2:12][N:11]([C:14]([O:16][C:17]([CH3:20])([CH3:19])[CH3:18])=[O:15])[CH2:10][CH2:9]2)[N:4]=1.[Cl:21][C:22]1[CH:23]=[C:24]([NH:29][C:30]2[C:39]3[C:34](=[CH:35][C:36]([OH:42])=[C:37]([O:40][CH3:41])[CH:38]=3)[N:33]=[CH:32][N:31]=2)[CH:25]=[CH:26][C:27]=1[Cl:28].C(=O)([O-])[O-].[K+].[K+], predict the reaction product. The product is: [Cl:21][C:22]1[CH:23]=[C:24]([NH:29][C:30]2[C:39]3[C:34](=[CH:35][C:36]([O:42][CH2:2][C:3]4[O:7][N:6]=[C:5]([N:8]5[CH2:13][CH2:12][N:11]([C:14]([O:16][C:17]([CH3:20])([CH3:19])[CH3:18])=[O:15])[CH2:10][CH2:9]5)[N:4]=4)=[C:37]([O:40][CH3:41])[CH:38]=3)[N:33]=[CH:32][N:31]=2)[CH:25]=[CH:26][C:27]=1[Cl:28]. (2) Given the reactants [F:1][C:2]1[CH:7]=[CH:6][C:5]([CH:8]([NH:21][C:22]([C:24]2[C:25]([OH:35])=[N:26][C:27]([N:30]3[CH:34]=[CH:33][CH:32]=[N:31]3)=[N:28][CH:29]=2)=[O:23])[C:9]2[CH:14]=[CH:13][C:12]([P:15]([CH3:20])(=[O:19])[O:16]CC)=[CH:11][CH:10]=2)=[CH:4][CH:3]=1.[OH-].[Na+], predict the reaction product. The product is: [F:1][C:2]1[CH:3]=[CH:4][C:5]([CH:8]([NH:21][C:22]([C:24]2[C:25]([OH:35])=[N:26][C:27]([N:30]3[CH:34]=[CH:33][CH:32]=[N:31]3)=[N:28][CH:29]=2)=[O:23])[C:9]2[CH:10]=[CH:11][C:12]([P:15]([CH3:20])(=[O:16])[OH:19])=[CH:13][CH:14]=2)=[CH:6][CH:7]=1. (3) Given the reactants [CH2:1]([C:4]1[CH:9]=[CH:8][CH:7]=[CH:6][N:5]=1)[CH2:2][CH3:3].N(/C(C)(C)C#N)=N\C(C)(C)C#N.C1C(=O)N([Br:29])C(=O)C1, predict the reaction product. The product is: [Br:29][CH:1]([C:4]1[CH:9]=[CH:8][CH:7]=[CH:6][N:5]=1)[CH2:2][CH3:3]. (4) Given the reactants [F:1][C:2]([F:19])([F:18])[C:3]1[CH:8]=[CH:7][C:6](/[CH:9]=[CH:10]/[CH:11]=[CH:12]/[C:13](OCC)=[O:14])=[CH:5][CH:4]=1.[H-].C([Al+]CC(C)C)C(C)C, predict the reaction product. The product is: [F:1][C:2]([F:18])([F:19])[C:3]1[CH:4]=[CH:5][C:6](/[CH:9]=[CH:10]/[CH:11]=[CH:12]/[CH2:13][OH:14])=[CH:7][CH:8]=1.